From a dataset of Catalyst prediction with 721,799 reactions and 888 catalyst types from USPTO. Predict which catalyst facilitates the given reaction. Reactant: [F:1][C:2]1[CH:3]=[C:4](Br)[CH:5]=[C:6]([F:9])[C:7]=1[F:8].[Mg].CN([CH:15]=[O:16])C.Cl. Product: [F:1][C:2]1[CH:3]=[C:4]([CH:5]=[C:6]([F:9])[C:7]=1[F:8])[CH:15]=[O:16]. The catalyst class is: 134.